From a dataset of Full USPTO retrosynthesis dataset with 1.9M reactions from patents (1976-2016). Predict the reactants needed to synthesize the given product. (1) The reactants are: [CH3:1][C:2]([C:5]1[CH:10]=[C:9]([C:11]([O:13][CH3:14])=[O:12])[CH:8]=[CH:7][C:6]=1[C:15]1[CH:20]=[C:19]([O:21]C)[CH:18]=[CH:17][C:16]=1[F:23])([CH3:4])[CH3:3].B(Br)(Br)Br. Given the product [CH3:4][C:2]([C:5]1[CH:10]=[C:9]([C:11]([O:13][CH3:14])=[O:12])[CH:8]=[CH:7][C:6]=1[C:15]1[CH:20]=[C:19]([OH:21])[CH:18]=[CH:17][C:16]=1[F:23])([CH3:1])[CH3:3], predict the reactants needed to synthesize it. (2) The reactants are: [CH3:1][NH:2][CH:3]1[C:12]2[N:11]=[CH:10][CH:9]=[CH:8][C:7]=2[CH2:6][CH2:5][CH2:4]1.[Br:13][C:14]1[N:19]2[CH:20]=[C:21]([CH:23]=O)[N:22]=[C:18]2[CH:17]=[CH:16][CH:15]=1.C(O)(=O)C.C(O[BH-](OC(=O)C)OC(=O)C)(=O)C.[Na+]. Given the product [Br:13][C:14]1[N:19]2[CH:20]=[C:21]([CH2:23][N:2]([CH3:1])[CH:3]3[C:12]4[N:11]=[CH:10][CH:9]=[CH:8][C:7]=4[CH2:6][CH2:5][CH2:4]3)[N:22]=[C:18]2[CH:17]=[CH:16][CH:15]=1, predict the reactants needed to synthesize it. (3) Given the product [CH3:27][N:28]1[CH:32]=[CH:31][C:30]([NH:33][C:2]2[CH:7]=[C:6]([C:8]3[N:9]=[C:10]([N:18]4[CH2:23][CH2:22][CH:21]([C:24]([NH2:26])=[O:25])[CH2:20][CH2:19]4)[C:11]4[C:16]([CH:17]=3)=[CH:15][N:14]=[CH:13][CH:12]=4)[CH:5]=[CH:4][N:3]=2)=[N:29]1, predict the reactants needed to synthesize it. The reactants are: Cl[C:2]1[CH:7]=[C:6]([C:8]2[N:9]=[C:10]([N:18]3[CH2:23][CH2:22][CH:21]([C:24]([NH2:26])=[O:25])[CH2:20][CH2:19]3)[C:11]3[C:16]([CH:17]=2)=[CH:15][N:14]=[CH:13][CH:12]=3)[CH:5]=[CH:4][N:3]=1.[CH3:27][N:28]1[CH:32]=[CH:31][C:30]([NH2:33])=[N:29]1.C(=O)([O-])[O-].[Cs+].[Cs+]. (4) Given the product [CH2:18]([O:17][CH2:16][C:13]1[CH:14]=[CH:15][C:10]([CH2:9][OH:8])=[CH:11][CH:12]=1)[CH3:19], predict the reactants needed to synthesize it. The reactants are: [H-].[Al+3].[Li+].[H-].[H-].[H-].C[O:8][C:9](=O)[C:10]1[CH:15]=[CH:14][C:13]([CH2:16][O:17][CH2:18][CH3:19])=[CH:12][CH:11]=1.O.[OH-].[Na+]. (5) Given the product [OH:3][C:1]([C:4]1[CH:21]=[CH:20][C:7]([O:8][CH2:9][CH2:10][CH2:11][N:12]2[CH2:13][C@@H:14]([CH3:19])[CH2:15][C@H:16]([CH3:18])[CH2:17]2)=[CH:6][CH:5]=1)([CH3:22])[CH3:2], predict the reactants needed to synthesize it. The reactants are: [C:1]([C:4]1[CH:21]=[CH:20][C:7]([O:8][CH2:9][CH2:10][CH2:11][N:12]2[CH2:17][C@@H:16]([CH3:18])[CH2:15][C@H:14]([CH3:19])[CH2:13]2)=[CH:6][CH:5]=1)(=[O:3])[CH3:2].[CH3:22][Mg]Br. (6) Given the product [NH2:20][C:11]1[C:10]2[N:9]=[C:8]([CH3:21])[N:7]([CH2:6][CH2:5][O:4][CH2:3][CH2:2][NH:1][S:25]([CH:22]([CH3:24])[CH3:23])(=[O:27])=[O:26])[C:19]=2[C:18]2[CH:17]=[CH:16][CH:15]=[CH:14][C:13]=2[N:12]=1, predict the reactants needed to synthesize it. The reactants are: [NH2:1][CH2:2][CH2:3][O:4][CH2:5][CH2:6][N:7]1[C:19]2[C:18]3[CH:17]=[CH:16][CH:15]=[CH:14][C:13]=3[N:12]=[C:11]([NH2:20])[C:10]=2[N:9]=[C:8]1[CH3:21].[CH:22]([S:25](Cl)(=[O:27])=[O:26])([CH3:24])[CH3:23]. (7) Given the product [F:1][C:2]1[CH:15]=[N:14][C:5]2[N:6]=[CH:7][C:8](=[O:13])[N:9]([CH2:10][CH:11]=[O:17])[C:4]=2[CH:3]=1, predict the reactants needed to synthesize it. The reactants are: [F:1][C:2]1[CH:15]=[N:14][C:5]2[N:6]=[CH:7][C:8](=[O:13])[N:9]([CH2:10][CH:11]=C)[C:4]=2[CH:3]=1.I([O-])(=O)(=O)=[O:17].[Na+].